This data is from Full USPTO retrosynthesis dataset with 1.9M reactions from patents (1976-2016). The task is: Predict the reactants needed to synthesize the given product. Given the product [F:1][CH:2]([F:10])[C:3]1[CH:7]=[C:6]([NH:8][C:12](=[O:13])[O:14][C:15]2[CH:20]=[CH:19][CH:18]=[CH:17][CH:16]=2)[N:5]([CH3:9])[N:4]=1, predict the reactants needed to synthesize it. The reactants are: [F:1][CH:2]([F:10])[C:3]1[CH:7]=[C:6]([NH2:8])[N:5]([CH3:9])[N:4]=1.Cl[C:12]([O:14][C:15]1[CH:20]=[CH:19][CH:18]=[CH:17][CH:16]=1)=[O:13].N1C=CC=CC=1.Cl.